Dataset: Forward reaction prediction with 1.9M reactions from USPTO patents (1976-2016). Task: Predict the product of the given reaction. (1) Given the reactants [CH2:1]([S:8][C:9]1[N:14]=[CH:13][C:12]([NH2:15])=[CH:11][C:10]=1[CH:16]([CH3:18])[CH3:17])[C:2]1[CH:7]=[CH:6][CH:5]=[CH:4][CH:3]=1.C(N(CC)CC)C.[C:26](OC(=O)C)(=[O:28])[CH3:27], predict the reaction product. The product is: [CH2:1]([S:8][C:9]1[N:14]=[CH:13][C:12]([NH:15][C:26](=[O:28])[CH3:27])=[CH:11][C:10]=1[CH:16]([CH3:18])[CH3:17])[C:2]1[CH:3]=[CH:4][CH:5]=[CH:6][CH:7]=1. (2) Given the reactants C[O:2][C:3]([C:5]1[C:6]([NH2:14])=[CH:7][CH:8]=[C:9]2[C:13]=1[NH:12][CH:11]=[CH:10]2)=[O:4].[OH-].[Na+], predict the reaction product. The product is: [NH2:14][C:6]1[C:5]([C:3]([OH:4])=[O:2])=[C:13]2[C:9]([CH:10]=[CH:11][NH:12]2)=[CH:8][CH:7]=1. (3) The product is: [CH2:20]([O:22][C:23]([C:25]1[C:9](=[O:19])[N:8]([CH2:1][C:2]2[CH:3]=[CH:4][CH:5]=[CH:6][CH:7]=2)[C:13]2[S:14][CH:15]=[C:16]([CH3:17])[C:12]=2[C:11]=1[OH:18])=[O:24])[CH3:21]. Given the reactants [CH2:1]([N:8]1[C:13]2[S:14][CH:15]=[C:16]([CH3:17])[C:12]=2[C:11](=[O:18])O[C:9]1=[O:19])[C:2]1[CH:7]=[CH:6][CH:5]=[CH:4][CH:3]=1.[CH2:20]([O:22][C:23]([C:25]1C(=O)N(CC2C=CC=CC=2)C2SC=CC=2C=1O)=[O:24])[CH3:21], predict the reaction product.